This data is from Full USPTO retrosynthesis dataset with 1.9M reactions from patents (1976-2016). The task is: Predict the reactants needed to synthesize the given product. (1) Given the product [CH3:1][C:2]1[C:7]([CH2:8][S@:9]([C:11]2[NH:12][C:13]3[C:18](=[CH:17][CH:16]=[CH:15][CH:14]=3)[N:19]=2)=[O:10])=[N:6][CH:5]=[CH:4][C:3]=1[O:20][CH2:21][C:22]([F:25])([F:23])[F:24], predict the reactants needed to synthesize it. The reactants are: [CH3:1][C:2]1[C:7]([CH2:8][S@:9]([C:11]2[NH:19][C:18]3[C:13](=[CH:14][CH:15]=[CH:16][CH:17]=3)[N:12]=2)=[O:10])=[N:6][CH:5]=[CH:4][C:3]=1[O:20][CH2:21][C:22]([F:25])([F:24])[F:23].C1C=CC2C(C3C(O)=CC=C4C=3C=CC=C4)=C(O)C=CC=2C=1.N. (2) Given the product [CH2:30]([S:29][C:10]1[N:11]([C:17]2[CH:22]=[CH:21][C:20]([O:23][CH2:24][C:25]([F:27])([F:28])[F:26])=[CH:19][CH:18]=2)[C:12](=[O:16])[C:13]2[CH:14]=[CH:15][NH:6][C:7](=[O:32])[C:8]=2[N:9]=1)[CH3:31], predict the reactants needed to synthesize it. The reactants are: COC1C=C(OC)C=CC=1C[N:6]1[CH:15]=[CH:14][C:13]2[C:12](=[O:16])[N:11]([C:17]3[CH:22]=[CH:21][C:20]([O:23][CH2:24][C:25]([F:28])([F:27])[F:26])=[CH:19][CH:18]=3)[C:10]([S:29][CH2:30][CH3:31])=[N:9][C:8]=2[C:7]1=[O:32]. (3) Given the product [Cl:36][C:37]1[CH:44]=[CH:43][CH:42]=[C:41]([Cl:45])[C:38]=1[CH2:39][C:2]1[CH:3]=[C:4]([NH:13][C:14]2[CH:19]=[CH:18][C:17]([N:20]3[CH2:25][CH2:24][N:23]([C:26]([O:28][C:29]([CH3:32])([CH3:31])[CH3:30])=[O:27])[CH2:22][CH2:21]3)=[CH:16][C:15]=2[O:33][CH3:34])[C:5]2[C:10](=[O:11])[NH:9][CH:8]=[N:7][C:6]=2[N:12]=1, predict the reactants needed to synthesize it. The reactants are: Cl[C:2]1[CH:3]=[C:4]([NH:13][C:14]2[CH:19]=[CH:18][C:17]([N:20]3[CH2:25][CH2:24][N:23]([C:26]([O:28][C:29]([CH3:32])([CH3:31])[CH3:30])=[O:27])[CH2:22][CH2:21]3)=[CH:16][C:15]=2[O:33][CH3:34])[C:5]2[C:10](=[O:11])[NH:9][CH:8]=[N:7][C:6]=2[N:12]=1.[Br-].[Cl:36][C:37]1[CH:44]=[CH:43][CH:42]=[C:41]([Cl:45])[C:38]=1[CH2:39][Zn+].[Cl-].[NH4+]. (4) Given the product [ClH:19].[NH2:2][CH2:1][CH2:3][N:4]1[C:8]([C:9]([O:11][CH2:12][CH3:13])=[O:10])=[CH:7][C:6]2[CH2:14][C:15]([CH3:17])([CH3:18])[CH2:16][C:5]1=2, predict the reactants needed to synthesize it. The reactants are: [C:1]([CH2:3][N:4]1[C:8]([C:9]([O:11][CH2:12][CH3:13])=[O:10])=[CH:7][C:6]2[CH2:14][C:15]([CH3:18])([CH3:17])[CH2:16][C:5]1=2)#[N:2].[ClH:19].C(OCC)(=O)C.